Dataset: Forward reaction prediction with 1.9M reactions from USPTO patents (1976-2016). Task: Predict the product of the given reaction. (1) Given the reactants [F:1][CH2:2][C:3]([C:7]1[CH:11]=[C:10]([NH:12][C:13](=[O:21])OC2C=CC=CC=2)[N:9]([C:22]2[CH:27]=[CH:26][CH:25]=[CH:24][CH:23]=2)[N:8]=1)([CH3:6])[CH2:4][F:5].[CH3:28][O:29][C:30]1[CH:31]=[C:32]2[C:37](=[CH:38][C:39]=1[O:40][CH3:41])[N:36]=[CH:35][N:34]=[C:33]2[S:42][C:43]1[CH:44]=[C:45]([CH:47]=[CH:48][CH:49]=1)[NH2:46].C(N(CC)C(C)C)(C)C, predict the reaction product. The product is: [F:1][CH2:2][C:3]([C:7]1[CH:11]=[C:10]([NH:12][C:13]([NH:46][C:45]2[CH:47]=[CH:48][CH:49]=[C:43]([S:42][C:33]3[C:32]4[C:37](=[CH:38][C:39]([O:40][CH3:41])=[C:30]([O:29][CH3:28])[CH:31]=4)[N:36]=[CH:35][N:34]=3)[CH:44]=2)=[O:21])[N:9]([C:22]2[CH:27]=[CH:26][CH:25]=[CH:24][CH:23]=2)[N:8]=1)([CH3:6])[CH2:4][F:5]. (2) Given the reactants [Br:1][C:2]1[CH:3]=[C:4]([CH2:8][C:9]#[N:10])[CH:5]=[CH:6][CH:7]=1.[H-].[Na+].[CH3:13]I, predict the reaction product. The product is: [Br:1][C:2]1[CH:3]=[C:4]([CH:8]([CH3:13])[C:9]#[N:10])[CH:5]=[CH:6][CH:7]=1. (3) Given the reactants C(NC(C)C)(C)C.C([Li])CCC.[CH2:13]([O:15][C:16](=[O:22])[CH:17]([O:19][CH2:20][CH3:21])[CH3:18])[CH3:14].[Li+].CC([N-]C(C)C)C.[CH2:31]([O:38][C:39]1[CH:46]=[CH:45][C:42]([CH:43]=[O:44])=[CH:41][CH:40]=1)[C:32]1[CH:37]=[CH:36][CH:35]=[CH:34][CH:33]=1.[Cl-].[NH4+], predict the reaction product. The product is: [CH2:13]([O:15][C:16](=[O:22])[C:17]([O:19][CH2:20][CH3:21])([CH3:18])[CH:43]([C:42]1[CH:41]=[CH:40][C:39]([O:38][CH2:31][C:32]2[CH:33]=[CH:34][CH:35]=[CH:36][CH:37]=2)=[CH:46][CH:45]=1)[OH:44])[CH3:14]. (4) Given the reactants [Cl:1][C:2]1[C:7]([C:8]#[N:9])=[CH:6][CH:5]=[CH:4][N:3]=1.Cl.[NH2:11][OH:12].C(=O)(O)[O-].[Na+], predict the reaction product. The product is: [Cl:1][C:2]1[N:3]=[CH:4][CH:5]=[CH:6][C:7]=1[C:8]([NH:11][OH:12])=[NH:9]. (5) Given the reactants C1(C2C(O[C@@H]3CCCN([C@H](C4C=C(Cl)C=C(Cl)C=4)C)C3)=CC(F)=C(C=2)C(OC)=O)CC1.[CH:32]1([C:35]2[C:36]([O:46][C@@H:47]3[CH2:52][CH2:51][CH2:50][N:49]([CH2:53][C:54]4[CH:59]=[CH:58][CH:57]=[C:56]([C:60]([F:63])([F:62])[F:61])[CH:55]=4)[CH2:48]3)=[CH:37][C:38]([F:45])=[C:39]([CH:44]=2)[C:40]([O:42]C)=[O:41])[CH2:34][CH2:33]1, predict the reaction product. The product is: [CH:32]1([C:35]2[C:36]([O:46][C@@H:47]3[CH2:52][CH2:51][CH2:50][N:49]([CH2:53][C:54]4[CH:59]=[CH:58][CH:57]=[C:56]([C:60]([F:63])([F:62])[F:61])[CH:55]=4)[CH2:48]3)=[CH:37][C:38]([F:45])=[C:39]([CH:44]=2)[C:40]([OH:42])=[O:41])[CH2:34][CH2:33]1.